This data is from Merck oncology drug combination screen with 23,052 pairs across 39 cell lines. The task is: Regression. Given two drug SMILES strings and cell line genomic features, predict the synergy score measuring deviation from expected non-interaction effect. (1) Drug 1: CCN(CC)CCNC(=O)c1c(C)[nH]c(C=C2C(=O)Nc3ccc(F)cc32)c1C. Drug 2: Cn1nnc2c(C(N)=O)ncn2c1=O. Cell line: A375. Synergy scores: synergy=7.89. (2) Drug 1: CC1(c2nc3c(C(N)=O)cccc3[nH]2)CCCN1. Drug 2: COC1=C2CC(C)CC(OC)C(O)C(C)C=C(C)C(OC(N)=O)C(OC)C=CC=C(C)C(=O)NC(=CC1=O)C2=O. Cell line: DLD1. Synergy scores: synergy=3.98. (3) Drug 1: CC(C)CC(NC(=O)C(Cc1ccccc1)NC(=O)c1cnccn1)B(O)O. Drug 2: CC1(c2nc3c(C(N)=O)cccc3[nH]2)CCCN1. Cell line: HT29. Synergy scores: synergy=-15.4. (4) Drug 1: NC1CCCCC1N.O=C(O)C(=O)O.[Pt+2]. Drug 2: Cn1cc(-c2cnn3c(N)c(Br)c(C4CCCNC4)nc23)cn1. Cell line: LOVO. Synergy scores: synergy=0.908. (5) Drug 1: CN(C)C(=N)N=C(N)N. Drug 2: O=C(CCCCCCC(=O)Nc1ccccc1)NO. Cell line: LOVO. Synergy scores: synergy=1.46. (6) Drug 1: CCN(CC)CCNC(=O)c1c(C)[nH]c(C=C2C(=O)Nc3ccc(F)cc32)c1C. Drug 2: COC1CC2CCC(C)C(O)(O2)C(=O)C(=O)N2CCCCC2C(=O)OC(C(C)CC2CCC(OP(C)(C)=O)C(OC)C2)CC(=O)C(C)C=C(C)C(O)C(OC)C(=O)C(C)CC(C)C=CC=CC=C1C. Cell line: SKMES1. Synergy scores: synergy=22.3. (7) Drug 1: CCN(CC)CCNC(=O)c1c(C)[nH]c(C=C2C(=O)Nc3ccc(F)cc32)c1C. Drug 2: Cc1nc(Nc2ncc(C(=O)Nc3c(C)cccc3Cl)s2)cc(N2CCN(CCO)CC2)n1. Cell line: ZR751. Synergy scores: synergy=11.4. (8) Drug 1: CC(C)CC(NC(=O)C(Cc1ccccc1)NC(=O)c1cnccn1)B(O)O. Drug 2: CCc1cnn2c(NCc3ccc[n+]([O-])c3)cc(N3CCCCC3CCO)nc12. Cell line: NCIH460. Synergy scores: synergy=-24.3.